From a dataset of Full USPTO retrosynthesis dataset with 1.9M reactions from patents (1976-2016). Predict the reactants needed to synthesize the given product. (1) Given the product [CH3:24][N:22]1[CH:23]=[C:19]([C:16]2[NH:17][C:18]3[C:14]([CH:15]=2)=[C:13]([CH:25]2[CH2:30][CH2:29][CH2:28][NH:27][CH2:26]2)[CH:12]=[CH:11][C:10]=3[C:7]([NH2:8])=[O:9])[CH:20]=[N:21]1, predict the reactants needed to synthesize it. The reactants are: CO.C(Cl)(=O)C.[C:7]([C:10]1[CH:11]=[CH:12][C:13]([CH:25]2[CH2:30][CH2:29][CH2:28][N:27](C(OC(C)(C)C)=O)[CH2:26]2)=[C:14]2[C:18]=1[NH:17][C:16]([C:19]1[CH:20]=[N:21][N:22]([CH3:24])[CH:23]=1)=[CH:15]2)(=[O:9])[NH2:8]. (2) Given the product [CH3:17][S:18]([O:1][CH2:2][CH2:3][N:4]1[CH2:8][CH2:7][NH:6][C:5]1=[O:9])(=[O:20])=[O:19], predict the reactants needed to synthesize it. The reactants are: [OH:1][CH2:2][CH2:3][N:4]1[CH2:8][CH2:7][NH:6][C:5]1=[O:9].CCN(CC)CC.[CH3:17][S:18](Cl)(=[O:20])=[O:19]. (3) Given the product [C:1]12([C:11]3[CH:12]=[C:13]([C:19]4[CH:20]=[C:21]([CH:24]=[CH:25][CH:26]=4)[CH:22]=[C:33]4[S:27][C:28]([N:37]5[CH2:38][C@@H:39]([CH3:41])[O:40][C@H:35]([CH3:34])[CH2:36]5)=[N:30][C:31]4=[O:32])[CH:14]=[C:15]([F:18])[C:16]=3[OH:17])[CH2:10][CH:5]3[CH2:4][CH:3]([CH2:9][CH:7]([CH2:6]3)[CH2:8]1)[CH2:2]2, predict the reactants needed to synthesize it. The reactants are: [C:1]12([C:11]3[CH:12]=[C:13]([C:19]4[CH:20]=[C:21]([CH:24]=[CH:25][CH:26]=4)[CH:22]=O)[CH:14]=[C:15]([F:18])[C:16]=3[OH:17])[CH2:10][CH:5]3[CH2:6][CH:7]([CH2:9][CH:3]([CH2:4]3)[CH2:2]1)[CH2:8]2.[S:27]1[CH2:33][C:31](=[O:32])[NH:30][C:28]1=S.[CH3:34][C@H:35]1[O:40][C@H:39]([CH3:41])[CH2:38][NH:37][CH2:36]1. (4) Given the product [CH3:21][C:20]1([CH3:22])[N:16]([CH2:15][CH2:14][NH:13][C:9]2[N:8]=[C:7]([C:5]3[S:6][C:2]([S:32][C:28]4[CH:27]=[C:26]([CH3:25])[CH:31]=[CH:30][CH:29]=4)=[CH:3][CH:4]=3)[CH:12]=[CH:11][N:10]=2)[C:17](=[O:24])[NH:18][C:19]1=[O:23], predict the reactants needed to synthesize it. The reactants are: I[C:2]1[S:6][C:5]([C:7]2[CH:12]=[CH:11][N:10]=[C:9]([NH:13][CH2:14][CH2:15][N:16]3[C:20]([CH3:22])([CH3:21])[C:19](=[O:23])[NH:18][C:17]3=[O:24])[N:8]=2)=[CH:4][CH:3]=1.[CH3:25][C:26]1[CH:27]=[C:28]([SH:32])[CH:29]=[CH:30][CH:31]=1. (5) Given the product [Cl:21][C:22]1[CH:27]=[CH:26][N:25]=[C:24]2[N:28]([CH:1]([O:3][CH2:4][CH3:5])[CH3:2])[N:29]=[C:30]([CH2:31][CH3:32])[C:23]=12, predict the reactants needed to synthesize it. The reactants are: [CH:1]([O:3][CH2:4][CH3:5])=[CH2:2].C12(CS(O)(=O)=O)C(C)(C)C(CC1)CC2=O.[Cl:21][C:22]1[CH:27]=[CH:26][N:25]=[C:24]2[NH:28][N:29]=[C:30]([CH2:31][CH3:32])[C:23]=12.C(=O)(O)[O-].[Na+].